This data is from Peptide-MHC class II binding affinity with 134,281 pairs from IEDB. The task is: Regression. Given a peptide amino acid sequence and an MHC pseudo amino acid sequence, predict their binding affinity value. This is MHC class II binding data. (1) The peptide sequence is RGKVVLIDFWAYPCI. The binding affinity (normalized) is 0.378. The MHC is DRB1_0101 with pseudo-sequence DRB1_0101. (2) The peptide sequence is IVDRQWAQDLTLPWQ. The MHC is DRB5_0101 with pseudo-sequence DRB5_0101. The binding affinity (normalized) is 0.